Dataset: Kir2.1 potassium channel HTS with 301,493 compounds. Task: Binary Classification. Given a drug SMILES string, predict its activity (active/inactive) in a high-throughput screening assay against a specified biological target. The molecule is O=C(Nc1cc(c(cc1)C)C)c1nnn(CC(=O)Nc2ccccc2)c1N. The result is 0 (inactive).